From a dataset of Full USPTO retrosynthesis dataset with 1.9M reactions from patents (1976-2016). Predict the reactants needed to synthesize the given product. (1) Given the product [CH3:25][N:22]([CH3:21])[C:17]1[CH:18]=[CH:19][C:14]([N:12]([C:10]2[C:9]3[C:4](=[CH:5][CH:6]=[CH:7][CH:8]=3)[N:3]=[C:2]([CH3:1])[N:11]=2)[CH3:13])=[CH:15][CH:16]=1, predict the reactants needed to synthesize it. The reactants are: [CH3:1][C:2]1[N:11]=[C:10]([N:12]([C:14]2[CH:19]=[CH:18][C:17](N)=[CH:16][CH:15]=2)[CH3:13])[C:9]2[C:4](=[CH:5][CH:6]=[CH:7][CH:8]=2)[N:3]=1.[C:21]([BH3-])#[N:22].[Na+].[CH2:25]=O. (2) Given the product [NH2:1][C:2]1[CH:3]=[C:4]([C:27]2[CH:28]=[CH:29][C:30]([Cl:42])=[C:31]3[C:35]=2[N:34]([CH3:36])[N:33]=[C:32]3[NH:37][S:38]([CH3:41])(=[O:39])=[O:40])[C:5]([C@@H:9]([NH:19][C:20](=[O:26])[CH2:56][N:49]2[C:48]3[C:44]([F:43])([F:61])[C@@H:45]4[CH2:60][C@@H:46]4[C:47]=3[C:51]([C:52]([F:53])([F:54])[F:55])=[N:50]2)[CH2:10][C:11]2[CH:16]=[C:15]([F:17])[CH:14]=[C:13]([F:18])[CH:12]=2)=[N:6][C:7]=1[Cl:8], predict the reactants needed to synthesize it. The reactants are: [NH2:1][C:2]1[CH:3]=[C:4]([C:27]2[CH:28]=[CH:29][C:30]([Cl:42])=[C:31]3[C:35]=2[N:34]([CH3:36])[N:33]=[C:32]3[NH:37][S:38]([CH3:41])(=[O:40])=[O:39])[C:5]([C@@H:9]([NH:19][C:20](=[O:26])OC(C)(C)C)[CH2:10][C:11]2[CH:16]=[C:15]([F:17])[CH:14]=[C:13]([F:18])[CH:12]=2)=[N:6][C:7]=1[Cl:8].[F:43][C:44]1([F:61])[C:48]2[N:49]([CH2:56]C(O)=O)[N:50]=[C:51]([C:52]([F:55])([F:54])[F:53])[C:47]=2[C@H:46]2[CH2:60][C@@H:45]12.FC(F)C1C2[C@H]3C[C@H]3C(F)(F)C=2N(CC(O)=O)N=1. (3) Given the product [ClH:33].[NH2:8][C:9]1[C:10]([C:19]([NH:21][C@@H:22]([CH:27]2[CH2:32][CH2:31][CH2:30][CH2:29][CH2:28]2)[C:23]([O:25][CH3:26])=[O:24])=[O:20])=[CH:11][C:12]2[C:17]([CH:18]=1)=[CH:16][CH:15]=[CH:14][CH:13]=2, predict the reactants needed to synthesize it. The reactants are: C(OC([NH:8][C:9]1[C:10]([C:19]([NH:21][C@@H:22]([CH:27]2[CH2:32][CH2:31][CH2:30][CH2:29][CH2:28]2)[C:23]([O:25][CH3:26])=[O:24])=[O:20])=[CH:11][C:12]2[C:17]([CH:18]=1)=[CH:16][CH:15]=[CH:14][CH:13]=2)=O)(C)(C)C.[ClH:33].